Dataset: Tyrosyl-DNA phosphodiesterase HTS with 341,365 compounds. Task: Binary Classification. Given a drug SMILES string, predict its activity (active/inactive) in a high-throughput screening assay against a specified biological target. (1) The drug is O=C1N(C(c2c1[nH][nH]\c2=C1/C(=O)C=CC=C1)c1ccc(cc1)CC)Cc1ccncc1. The result is 0 (inactive). (2) The drug is s1c([n+](c(c1)C)CC=C)Nc1ccc(cc1)C. The result is 0 (inactive). (3) The drug is Fc1cc(C(=O)Nc2n(ncc2)C2CCN(CC2)Cc2ccc(cc2)C#CCCO)ccc1. The result is 0 (inactive). (4) The molecule is o1c(CNC(=O)c2nnn(c3cc(cc(c3)C)C)c2N)ccc1. The result is 0 (inactive). (5) The compound is S(=O)(=O)(NC(CCSC)C(=O)NNC(=O)c1nc(sc1)N1CCOCC1)c1ccc(cc1)C. The result is 0 (inactive). (6) The compound is FC(F)(F)c1nc2oc3c(c(=O)c2cc1C(=O)Nc1ccccc1)cccc3. The result is 0 (inactive). (7) The compound is O1CC2(COC(OC2)c2ccc(cc2)C)COC1c1ccc(cc1)C. The result is 0 (inactive). (8) The compound is S(=O)(=O)(c1cc2CCN(c2cc1)C(=O)C)CCC(=O)NCc1ccc(OC)cc1. The result is 0 (inactive).